From a dataset of Forward reaction prediction with 1.9M reactions from USPTO patents (1976-2016). Predict the product of the given reaction. (1) Given the reactants [CH3:1][C:2]([O:5][C:6]([N:8]1[C@H:12]([C:13]([OH:15])=O)[CH2:11][C@@H:10]([NH:16][C:17]([O:19][CH2:20][CH:21]2[C:33]3[C:28](=[CH:29][CH:30]=[CH:31][CH:32]=3)[C:27]3[C:22]2=[CH:23][CH:24]=[CH:25][CH:26]=3)=[O:18])[CH2:9]1)=[O:7])([CH3:4])[CH3:3].C1(P(Cl)(C2C=CC=CC=2)=O)C=CC=CC=1.CCN(CC)CC.[F:56][C:57]1[CH:58]=[C:59]([Mg]Br)[CH:60]=[CH:61][CH:62]=1.P([O-])([O-])([O-])=O.Cl, predict the reaction product. The product is: [CH:27]1[C:22]2[CH:21]([CH2:20][O:19][C:17]([NH:16][C@H:10]3[CH2:9][N:8]([C:6]([O:5][C:2]([CH3:1])([CH3:3])[CH3:4])=[O:7])[C@H:12]([C:13](=[O:15])[C:61]4[CH:60]=[CH:59][CH:58]=[C:57]([F:56])[CH:62]=4)[CH2:11]3)=[O:18])[C:33]3[C:28](=[CH:29][CH:30]=[CH:31][CH:32]=3)[C:23]=2[CH:24]=[CH:25][CH:26]=1. (2) The product is: [Br:1][C:2]1[CH:3]=[CH:4][C:5]([CH2:8][CH2:9][N:32]2[C:33](=[O:35])[CH2:34][O:30][C:31]2=[O:36])=[CH:6][CH:7]=1. Given the reactants [Br:1][C:2]1[CH:7]=[CH:6][C:5]([CH2:8][CH2:9]O)=[CH:4][CH:3]=1.C1(P(C2C=CC=CC=2)C2C=CC=CC=2)C=CC=CC=1.[O:30]1[CH2:34][C:33](=[O:35])[NH:32][C:31]1=[O:36].N(C(OC(C)C)=O)=NC(OC(C)C)=O, predict the reaction product.